From a dataset of Catalyst prediction with 721,799 reactions and 888 catalyst types from USPTO. Predict which catalyst facilitates the given reaction. Reactant: Br[C:2]1[CH:3]=[C:4]([N:8]2[CH2:13][CH2:12][N:11]([C:14]([O:16][C:17]([CH3:20])([CH3:19])[CH3:18])=[O:15])[CH2:10][CH2:9]2)[CH:5]=[CH:6][CH:7]=1.[CH3:21][C:22]1([CH3:38])[C:26]([CH3:28])([CH3:27])[O:25][B:24]([B:24]2[O:25][C:26]([CH3:28])([CH3:27])[C:22]([CH3:38])([CH3:21])[O:23]2)[O:23]1.CC([O-])=O.[K+]. Product: [CH3:21][C:22]1([CH3:38])[C:26]([CH3:28])([CH3:27])[O:25][B:24]([C:2]2[CH:3]=[C:4]([N:8]3[CH2:13][CH2:12][N:11]([C:14]([O:16][C:17]([CH3:20])([CH3:19])[CH3:18])=[O:15])[CH2:10][CH2:9]3)[CH:5]=[CH:6][CH:7]=2)[O:23]1. The catalyst class is: 75.